The task is: Predict the product of the given reaction.. This data is from Forward reaction prediction with 1.9M reactions from USPTO patents (1976-2016). (1) Given the reactants [Br:1][C:2]1[CH:11]=[C:10]2[C:5]([CH:6]=[CH:7][C:8](Cl)=[N:9]2)=[CH:4][N:3]=1.CC1(C)C(C)(C)OB([C:21]2[CH:22]=[N:23][N:24]([CH2:26][C:27]3([OH:31])[CH2:30][CH2:29][CH2:28]3)[CH:25]=2)O1, predict the reaction product. The product is: [Br:1][C:2]1[CH:11]=[C:10]2[C:5]([CH:6]=[CH:7][C:8]([C:21]3[CH:22]=[N:23][N:24]([CH2:26][C:27]4([OH:31])[CH2:30][CH2:29][CH2:28]4)[CH:25]=3)=[N:9]2)=[CH:4][N:3]=1. (2) Given the reactants [NH2:1][C:2]1[CH:9]=[CH:8][C:5]([CH2:6][NH2:7])=[CH:4][CH:3]=1.Cl.[N:11]#[C:12][NH2:13].[OH-].[Na+], predict the reaction product. The product is: [NH2:7][CH2:6][C:5]1[CH:8]=[CH:9][C:2]([NH:1][C:12]([NH2:13])=[NH:11])=[CH:3][CH:4]=1. (3) Given the reactants [NH:1]1[CH2:6][CH2:5][CH2:4][C@@H:3]([C:7]2[N:8]=[N:9][N:10]([C:12]3[CH:13]=[C:14]4[C:18](=[CH:19][CH:20]=3)[NH:17][N:16]=[C:15]4[C:21]3[CH:26]=[CH:25][N:24]=[CH:23][CH:22]=3)[CH:11]=2)[CH2:2]1.[F:27][C:28]1[CH:35]=[CH:34][CH:33]=[C:32]([F:36])[C:29]=1[CH:30]=O.C(O[BH-](OC(=O)C)OC(=O)C)(=O)C.[Na+], predict the reaction product. The product is: [F:27][C:28]1[CH:35]=[CH:34][CH:33]=[C:32]([F:36])[C:29]=1[CH2:30][N:1]1[CH2:6][CH2:5][CH2:4][C@@H:3]([C:7]2[N:8]=[N:9][N:10]([C:12]3[CH:13]=[C:14]4[C:18](=[CH:19][CH:20]=3)[NH:17][N:16]=[C:15]4[C:21]3[CH:22]=[CH:23][N:24]=[CH:25][CH:26]=3)[CH:11]=2)[CH2:2]1.